From a dataset of Catalyst prediction with 721,799 reactions and 888 catalyst types from USPTO. Predict which catalyst facilitates the given reaction. (1) Reactant: N(C(C)C)(C(C)C)CC.[Cl:10][C:11]1[C:12]([CH:17]([NH2:34])[C:18]2[CH:27]=[C:26]3[C:21]([CH:22]=[CH:23][C:24](C4C=CC=CC=4)=[N:25]3)=[CH:20][CH:19]=2)=[N:13][CH:14]=[CH:15][N:16]=1.[CH:35]1([C:39](Cl)=[O:40])[CH2:38][CH2:37][CH2:36]1. The catalyst class is: 79. Product: [Cl:10][C:11]1[C:12]([CH:17]([NH:34][C:39]([CH:35]2[CH2:38][CH2:37][CH2:36]2)=[O:40])[C:18]2[CH:27]=[C:26]3[C:21]([CH:22]=[CH:23][CH:24]=[N:25]3)=[CH:20][CH:19]=2)=[N:13][CH:14]=[CH:15][N:16]=1. (2) Reactant: Br[C:2]1[N:6]2[CH2:7][CH2:8][CH2:9][CH2:10][C:5]2=[N:4][CH:3]=1.C([Sn](CCCC)(CCCC)[C:16]([O:18]CC)=[CH2:17])CCC.[F-].[K+]. Product: [N:4]1[CH:3]=[C:2]([C:16](=[O:18])[CH3:17])[N:6]2[CH2:7][CH2:8][CH2:9][CH2:10][C:5]=12. The catalyst class is: 11. (3) Reactant: [OH:1][NH:2][C:3](=[O:9])[O:4][C:5]([CH3:8])([CH3:7])[CH3:6].[CH:10]1[CH2:14][CH:13]=[CH:12][CH:11]=1.I([O-])(=O)(=O)=O.[Na+]. Product: [CH:12]12[CH2:13][CH:14]([CH:10]=[CH:11]1)[N:2]([C:3]([O:4][C:5]([CH3:8])([CH3:7])[CH3:6])=[O:9])[O:1]2. The catalyst class is: 24. (4) Reactant: C(Cl)(=O)C(Cl)=O.CS(C)=O.[OH:11][CH2:12][C:13]1[CH:18]=[C:17]([O:19][C:20]2[CH:29]=[C:28]3[C:23]([CH2:24][CH2:25][CH:26]([C:30]([NH:32][C:33]4[CH:34]=[C:35]([CH:45]=[C:46]([C:48]([F:51])([F:50])[F:49])[CH:47]=4)[CH2:36][NH:37][C:38](=[O:44])[O:39][C:40]([CH3:43])([CH3:42])[CH3:41])=[O:31])[CH2:27]3)=[CH:22][CH:21]=2)[CH:16]=[CH:15][N:14]=1.O. Product: [CH:12]([C:13]1[CH:18]=[C:17]([O:19][C:20]2[CH:29]=[C:28]3[C:23]([CH2:24][CH2:25][CH:26]([C:30]([NH:32][C:33]4[CH:34]=[C:35]([CH:45]=[C:46]([C:48]([F:51])([F:49])[F:50])[CH:47]=4)[CH2:36][NH:37][C:38](=[O:44])[O:39][C:40]([CH3:43])([CH3:42])[CH3:41])=[O:31])[CH2:27]3)=[CH:22][CH:21]=2)[CH:16]=[CH:15][N:14]=1)=[O:11]. The catalyst class is: 2. (5) Reactant: Cl[C:2]1[CH:3]=[C:4]([NH:10][C:11]2[CH:16]=[CH:15][N:14]=[C:13]([CH3:17])[N:12]=2)[C:5](=[O:9])[N:6]([CH3:8])[N:7]=1.[C:18]([O:21][CH2:22][C:23]1[C:24]([N:32]2[CH2:43][CH2:42][N:41]3[C:34](=[CH:35][C:36]4[CH2:37][C:38]([CH3:45])([CH3:44])[CH2:39][C:40]=43)[C:33]2=[O:46])=[N:25][CH:26]=[CH:27][C:28]=1B(O)O)(=[O:20])[CH3:19].[O-]P([O-])([O-])=O.[K+].[K+].[K+].C([O-])(=O)C.[Na+]. Product: [C:18]([O:21][CH2:22][C:23]1[C:24]([N:32]2[CH2:43][CH2:42][N:41]3[C:34](=[CH:35][C:36]4[CH2:37][C:38]([CH3:45])([CH3:44])[CH2:39][C:40]=43)[C:33]2=[O:46])=[N:25][CH:26]=[CH:27][C:28]=1[C:2]1[CH:3]=[C:4]([NH:10][C:11]2[CH:16]=[CH:15][N:14]=[C:13]([CH3:17])[N:12]=2)[C:5](=[O:9])[N:6]([CH3:8])[N:7]=1)(=[O:20])[CH3:19]. The catalyst class is: 379. (6) Reactant: [C:1]1([C:20]2[CH:25]=[CH:24][CH:23]=[CH:22][CH:21]=2)[CH:6]=[CH:5][CH:4]=[CH:3][C:2]=1[NH:7][C:8]1[CH:13]=[CH:12][C:11]([C:14]2[CH:19]=[CH:18][CH:17]=[CH:16][CH:15]=2)=[CH:10][CH:9]=1.Br[C:27]1[CH:39]=[CH:38][C:37]2[C:36]3[C:31](=[CH:32][C:33]([C:40]4[CH:45]=[CH:44][CH:43]=[CH:42][CH:41]=4)=[CH:34][CH:35]=3)[C:30]([C:53]3[CH:58]=[CH:57][CH:56]=[CH:55][CH:54]=3)([C:46]3[CH:51]=[CH:50][C:49]([CH3:52])=[CH:48][CH:47]=3)[C:29]=2[CH:28]=1.C(P(C(C)(C)C)C(C)(C)C)(C)(C)C.CC(C)([O-])C.[Na+]. Product: [C:11]1([C:14]2[CH:19]=[CH:18][CH:17]=[CH:16][CH:15]=2)[CH:12]=[CH:13][C:8]([N:7]([C:2]2[CH:3]=[CH:4][CH:5]=[CH:6][C:1]=2[C:20]2[CH:25]=[CH:24][CH:23]=[CH:22][CH:21]=2)[C:27]2[CH:39]=[CH:38][C:37]3[C:36]4[C:31](=[CH:32][C:33]([C:40]5[CH:45]=[CH:44][CH:43]=[CH:42][CH:41]=5)=[CH:34][CH:35]=4)[C:30]([C:53]4[CH:58]=[CH:57][CH:56]=[CH:55][CH:54]=4)([C:46]4[CH:47]=[CH:48][C:49]([CH3:52])=[CH:50][CH:51]=4)[C:29]=3[CH:28]=2)=[CH:9][CH:10]=1. The catalyst class is: 164. (7) Reactant: F[C:2](F)(F)[C:3](O)=[O:4].[C:8]([N:11]1[CH2:16][CH2:15][N:14]([C:17]2[N:22]=[C:21]([O:23][CH2:24][CH3:25])[C:20]([NH:26][C:27]([C:29]3[C:33]4[C:34](=[O:41])[NH:35][C:36]5([CH2:40][NH:39][CH2:38]5)[CH2:37][C:32]=4[O:31][CH:30]=3)=[O:28])=[CH:19][CH:18]=2)[CH2:13][CH2:12]1)(=[O:10])[CH3:9].C(O)(=O)C.C(N(CC)C(C)C)(C)C.Cl.CN(C)CCCN=C=NCC.ON1C2C=CC=CC=2N=N1. Product: [C:3]([N:39]1[CH2:40][C:36]2([NH:35][C:34](=[O:41])[C:33]3[C:29]([C:27]([NH:26][C:20]4[C:21]([O:23][CH2:24][CH3:25])=[N:22][C:17]([N:14]5[CH2:13][CH2:12][N:11]([C:8](=[O:10])[CH3:9])[CH2:16][CH2:15]5)=[CH:18][CH:19]=4)=[O:28])=[CH:30][O:31][C:32]=3[CH2:37]2)[CH2:38]1)(=[O:4])[CH3:2]. The catalyst class is: 42. (8) Reactant: [N+:1]([C:4]1[NH:5][CH:6]=[CH:7][N:8]=1)([O-:3])=[O:2].C(=O)([O-])[O-].[K+].[K+].[C:15]([O:19][C:20](=[O:23])[CH2:21]Br)([CH3:18])([CH3:17])[CH3:16]. Product: [C:15]([O:19][C:20](=[O:23])[CH2:21][N:5]1[CH:6]=[CH:7][N:8]=[C:4]1[N+:1]([O-:3])=[O:2])([CH3:18])([CH3:17])[CH3:16]. The catalyst class is: 10. (9) Reactant: [Br:1][C:2]1[CH:3]=[CH:4][C:5]([OH:11])=[C:6]([C:8](=[O:10])[CH3:9])[CH:7]=1.C([O-])([O-])=O.[K+].[K+].[I-].[K+].Br[CH2:21][CH2:22][NH:23][C:24](=[O:30])[O:25][C:26]([CH3:29])([CH3:28])[CH3:27]. Product: [C:8]([C:6]1[CH:7]=[C:2]([Br:1])[CH:3]=[CH:4][C:5]=1[O:11][CH2:21][CH2:22][NH:23][C:24](=[O:30])[O:25][C:26]([CH3:29])([CH3:28])[CH3:27])(=[O:10])[CH3:9]. The catalyst class is: 3. (10) Reactant: [Cl:1][C:2]1[CH:7]=[CH:6][CH:5]=[C:4]([F:8])[C:3]=1[NH:9][C:10]1[NH:11][C:12]2[C:18]3[CH2:19][C:20]([CH3:23])([CH3:22])[O:21][C:17]=3[C:16]([C:24]([OH:26])=O)=[CH:15][C:13]=2[N:14]=1.S(Cl)(Cl)=O.[F:31][C:32]1[CH:38]=[CH:37][C:36]([C:39]([F:42])([F:41])[F:40])=[CH:35][C:33]=1[NH2:34].CCN(C(C)C)C(C)C. Product: [Cl:1][C:2]1[CH:7]=[CH:6][CH:5]=[C:4]([F:8])[C:3]=1[NH:9][C:10]1[NH:11][C:12]2[C:18]3[CH2:19][C:20]([CH3:23])([CH3:22])[O:21][C:17]=3[C:16]([C:24]([NH:34][C:33]3[CH:35]=[C:36]([C:39]([F:40])([F:41])[F:42])[CH:37]=[CH:38][C:32]=3[F:31])=[O:26])=[CH:15][C:13]=2[N:14]=1. The catalyst class is: 1.